Task: Predict the product of the given reaction.. Dataset: Forward reaction prediction with 1.9M reactions from USPTO patents (1976-2016) (1) Given the reactants [C:1]([O:5][C:6](=[O:21])[NH:7][C:8]1[CH:13]=[CH:12][C:11]([C:14]#[C:15][CH2:16][N:17]([CH3:19])[CH3:18])=[C:10]([Cl:20])[CH:9]=1)([CH3:4])([CH3:3])[CH3:2].ClC1C=C(C=CC=1)C(OO)=[O:27], predict the reaction product. The product is: [C:1]([O:5][C:6](=[O:21])[NH:7][C:8]1[CH:13]=[CH:12][C:11]([C:14](=[O:27])[CH:15]=[CH:16][N:17]([CH3:18])[CH3:19])=[C:10]([Cl:20])[CH:9]=1)([CH3:4])([CH3:2])[CH3:3]. (2) Given the reactants FC(F)(F)S(O[C:7]1[CH2:13][CH:12]2[N:14]([C:15]([O:17][CH2:18][CH3:19])=[O:16])[CH:9]([CH2:10][CH2:11]2)[CH:8]=1)(=O)=O.[B:22]1([B:22]2[O:26][C:25]([CH3:28])([CH3:27])[C:24]([CH3:30])([CH3:29])[O:23]2)[O:26][C:25]([CH3:28])([CH3:27])[C:24]([CH3:30])([CH3:29])[O:23]1.C([O-])(=O)C.[K+].C(Cl)Cl, predict the reaction product. The product is: [CH3:29][C:24]1([CH3:30])[C:25]([CH3:28])([CH3:27])[O:26][B:22]([C:7]2[CH2:13][CH:12]3[N:14]([C:15]([O:17][CH2:18][CH3:19])=[O:16])[CH:9]([CH2:10][CH2:11]3)[CH:8]=2)[O:23]1. (3) Given the reactants [Cl:1][C:2]1[CH:3]=[CH:4][C:5]([N+:9]([O-:11])=[O:10])=[C:6]([CH:8]=1)[NH2:7].[N:12]([O-])=O.[Na+].Cl[Sn]Cl, predict the reaction product. The product is: [Cl:1][C:2]1[CH:3]=[CH:4][C:5]([N+:9]([O-:11])=[O:10])=[C:6]([NH:7][NH2:12])[CH:8]=1. (4) Given the reactants N.C(=O)([S:4][CH:5]1[CH2:10][CH:9]([CH3:11])[O:8][CH:7]([CH3:12])[CH2:6]1)C, predict the reaction product. The product is: [CH3:12][C@@H:7]1[CH2:6][CH:5]([SH:4])[CH2:10][C@H:9]([CH3:11])[O:8]1. (5) Given the reactants [NH2:1][C:2]1[NH:3][C:4](=O)[C:5]2[CH:10]=[CH:9][NH:8][C:6]=2[N:7]=1.CN(C)C1C=CC=CC=1.O=P(Cl)(Cl)[Cl:23], predict the reaction product. The product is: [Cl:23][C:4]1[C:5]2[CH:10]=[CH:9][NH:8][C:6]=2[N:7]=[C:2]([NH2:1])[N:3]=1. (6) Given the reactants [Si]([O:8][CH2:9][C:10]1[N:15]=[C:14]([CH2:16][NH:17][C:18]([NH:20][CH2:21][C:22]2[CH:27]=[CH:26][CH:25]=[C:24]([CH2:28][O:29][Si](C(C)(C)C)(C)C)[N:23]=2)=[O:19])[CH:13]=[CH:12][CH:11]=1)(C(C)(C)C)(C)C, predict the reaction product. The product is: [OH:29][CH2:28][C:24]1[N:23]=[C:22]([CH2:21][NH:20][C:18]([NH:17][CH2:16][C:14]2[CH:13]=[CH:12][CH:11]=[C:10]([CH2:9][OH:8])[N:15]=2)=[O:19])[CH:27]=[CH:26][CH:25]=1.